This data is from Catalyst prediction with 721,799 reactions and 888 catalyst types from USPTO. The task is: Predict which catalyst facilitates the given reaction. (1) Reactant: S([C:5]1C=CC(C)=C[CH:6]=1)(O)(=O)=O.[OH:12][CH2:13][C@@H:14]1[C@@H:20]([C:21]2[CH:26]=[CH:25][C:24]([Cl:27])=[C:23]([Cl:28])[CH:22]=2)[CH2:19][C@H:18]2[N:29]([CH3:30])[C@@H:15]1[CH2:16][CH2:17]2.[O-]CC.[Na+]. Product: [CH2:5]([O:12][CH2:13][C@@H:14]1[C@@H:20]([C:21]2[CH:26]=[CH:25][C:24]([Cl:27])=[C:23]([Cl:28])[CH:22]=2)[CH2:19][C@H:18]2[N:29]([CH3:30])[C@@H:15]1[CH2:16][CH2:17]2)[CH3:6]. The catalyst class is: 8. (2) Reactant: [CH2:1]([O:3][C:4]([C:6]1[CH:7]=[N:8][C:9]2[C:14]([C:15]=1[O:16][CH2:17][CH2:18][CH2:19][CH2:20][CH2:21][O:22][C:23]1[C:28](=[O:29])[CH:27]=[C:26]([CH2:30]OS(C)(=O)=O)[O:25][CH:24]=1)=[CH:13][CH:12]=[C:11]([C:36]([F:39])([F:38])[F:37])[CH:10]=2)=[O:5])[CH3:2].[CH3:40][N:41]1[CH2:46][CH2:45][NH:44][CH2:43][CH2:42]1. Product: [CH2:1]([O:3][C:4]([C:6]1[CH:7]=[N:8][C:9]2[C:14]([C:15]=1[O:16][CH2:17][CH2:18][CH2:19][CH2:20][CH2:21][O:22][C:23]1[C:28](=[O:29])[CH:27]=[C:26]([CH2:30][N:44]3[CH2:45][CH2:46][N:41]([CH3:40])[CH2:42][CH2:43]3)[O:25][CH:24]=1)=[CH:13][CH:12]=[C:11]([C:36]([F:37])([F:39])[F:38])[CH:10]=2)=[O:5])[CH3:2]. The catalyst class is: 4. (3) Reactant: Cl[C:2]1[CH:9]=[CH:8][C:5]([C:6]#[N:7])=[CH:4][C:3]=1[N+:10]([O-:12])=[O:11].[F:13][C:14]([F:20])([F:19])[CH2:15][CH2:16][CH2:17][NH2:18].C(N(CC)CC)C. Product: [N+:10]([C:3]1[CH:4]=[C:5]([CH:8]=[CH:9][C:2]=1[NH:18][CH2:17][CH2:16][CH2:15][C:14]([F:20])([F:19])[F:13])[C:6]#[N:7])([O-:12])=[O:11]. The catalyst class is: 10. (4) Product: [Si:30]([O:29][C:16]1[CH:17]=[C:18]([O:21][Si:22]([C:25]([CH3:26])([CH3:27])[CH3:28])([CH3:24])[CH3:23])[CH:19]=[CH:20][C:15]=1[C@@H:12]1[CH2:11][CH2:10][C@H:9]([NH2:8])[CH2:14][CH2:13]1)([C:33]([CH3:34])([CH3:35])[CH3:36])([CH3:32])[CH3:31]. The catalyst class is: 29. Reactant: C([NH:8][C@H:9]1[CH2:14][CH2:13][C@@H:12]([C:15]2[CH:20]=[CH:19][C:18]([O:21][Si:22]([C:25]([CH3:28])([CH3:27])[CH3:26])([CH3:24])[CH3:23])=[CH:17][C:16]=2[O:29][Si:30]([C:33]([CH3:36])([CH3:35])[CH3:34])([CH3:32])[CH3:31])[CH2:11][CH2:10]1)C1C=CC=CC=1. (5) Reactant: C([O:8][C:9]1[CH:14]=[CH:13][C:12]([C:15]2[N:16]([C:21]3[CH:26]=[CH:25][C:24](OCCCCCCCCCC)=CC=3)[C:17]([CH3:20])=[CH:18][CH:19]=2)=[CH:11][CH:10]=1)C1C=CC=CC=1.[CH2:38]([OH:40])[CH3:39]. Product: [CH2:38]([O:40][C:26]1[CH:25]=[CH:24][C:25]([CH2:26][CH2:21][N:16]2[C:17]([CH3:20])=[CH:18][CH:19]=[C:15]2[C:12]2[CH:11]=[CH:10][C:9]([OH:8])=[CH:14][CH:13]=2)=[CH:24][CH:21]=1)[CH2:39][CH2:19][CH2:15][CH2:12][CH2:11][CH2:10][CH2:9][CH2:14][CH3:13]. The catalyst class is: 457.